This data is from Forward reaction prediction with 1.9M reactions from USPTO patents (1976-2016). The task is: Predict the product of the given reaction. (1) Given the reactants [CH2:1]([CH:8]1[CH2:14][N:13]([CH2:15][C:16]([NH:18][C:19]2[CH:24]=[CH:23][CH:22]=[CH:21][CH:20]=2)=[O:17])[C:12](=[O:25])[CH2:11][N:10]([S:26]([C:29]2[CH:34]=[CH:33][C:32]([Cl:35])=[CH:31][CH:30]=2)(=[O:28])=[O:27])[C:9]1=[O:36])[C:2]1[CH:7]=[CH:6][CH:5]=[CH:4][CH:3]=1.N[C:38]1C=CC=CC=1.CNC1C=CC=CC=1, predict the reaction product. The product is: [CH2:1]([CH:8]1[CH2:14][N:13]([CH2:15][C:16]([N:18]([CH3:38])[C:19]2[CH:24]=[CH:23][CH:22]=[CH:21][CH:20]=2)=[O:17])[C:12](=[O:25])[CH2:11][N:10]([S:26]([C:29]2[CH:30]=[CH:31][C:32]([Cl:35])=[CH:33][CH:34]=2)(=[O:28])=[O:27])[C:9]1=[O:36])[C:2]1[CH:3]=[CH:4][CH:5]=[CH:6][CH:7]=1. (2) Given the reactants [Cl:1][C:2]1[C:7](B2OC(C)(C)C(C)(C)O2)=[CH:6][C:5]([S:17]([N:20]([CH3:27])[C:21]2[CH:26]=[CH:25][CH:24]=[CH:23][N:22]=2)(=[O:19])=[O:18])=[C:4]([O:28][CH2:29][CH2:30][CH2:31][CH2:32][OH:33])[CH:3]=1.Br[C:35]1[C:40]([C:41]#[N:42])=[CH:39][C:38]([C:43]([F:46])([F:45])[F:44])=[N:37][CH:36]=1.C([O-])([O-])=O.[Na+].[Na+], predict the reaction product. The product is: [Cl:1][C:2]1[C:7]([C:35]2[CH:36]=[N:37][C:38]([C:43]([F:45])([F:46])[F:44])=[CH:39][C:40]=2[C:41]#[N:42])=[CH:6][C:5]([S:17]([N:20]([CH3:27])[C:21]2[CH:26]=[CH:25][CH:24]=[CH:23][N:22]=2)(=[O:19])=[O:18])=[C:4]([O:28][CH2:29][CH2:30][CH2:31][CH2:32][OH:33])[CH:3]=1.